Task: Predict the reactants needed to synthesize the given product.. Dataset: Full USPTO retrosynthesis dataset with 1.9M reactions from patents (1976-2016) (1) Given the product [Cl:1][C:2]1[CH:3]=[CH:4][C:5]2[NH:11][C:10]3[CH:12]=[CH:13][CH:14]=[CH:15][C:9]=3[C:8]([N:20]3[CH2:21][C@@H:22]([CH3:25])[NH:23][CH2:24][C@@H:19]3[CH3:18])=[N:7][C:6]=2[CH:17]=1, predict the reactants needed to synthesize it. The reactants are: [Cl:1][C:2]1[CH:3]=[CH:4][C:5]2[NH:11][C:10]3[CH:12]=[CH:13][CH:14]=[CH:15][C:9]=3[C:8](=O)[NH:7][C:6]=2[CH:17]=1.[CH3:18][C@H:19]1[CH2:24][NH:23][C@H:22]([CH3:25])[CH2:21][NH:20]1. (2) Given the product [C:14]([C:13]([C:4]1[CH:3]=[C:2]([NH:1][C:25](=[O:26])[O:27][C:28]2[CH:33]=[CH:32][CH:31]=[CH:30][CH:29]=2)[N:6]([C:7]2[CH:12]=[CH:11][CH:10]=[CH:9][CH:8]=2)[N:5]=1)([CH3:17])[CH3:16])#[N:15], predict the reactants needed to synthesize it. The reactants are: [NH2:1][C:2]1[N:6]([C:7]2[CH:12]=[CH:11][CH:10]=[CH:9][CH:8]=2)[N:5]=[C:4]([C:13]([CH3:17])([CH3:16])[C:14]#[N:15])[CH:3]=1.C(=O)([O-])[O-].[K+].[K+].Cl[C:25]([O:27][C:28]1[CH:33]=[CH:32][CH:31]=[CH:30][CH:29]=1)=[O:26].